From a dataset of Reaction yield outcomes from USPTO patents with 853,638 reactions. Predict the reaction yield, written as a fraction of the theoretical maximum amount of product (1.0 means a 100% yield; for example, 0.34 means a 34% yield). (1) The reactants are [CH3:1][C:2]1([CH3:19])[CH2:7][N:6]([C:8]2[CH:13]=[CH:12][CH:11]=[CH:10][CH:9]=2)[CH:5]([CH2:14][C:15]([OH:17])=O)[C:4](=[O:18])[O:3]1.C(N(C(C)C)CC)(C)C.CN(C(ON1N=NC2C=CC=NC1=2)=[N+](C)C)C.F[P-](F)(F)(F)(F)F.[CH:53]([C:56]1[CH:62]=[CH:61][C:59]([NH2:60])=[CH:58][CH:57]=1)([CH3:55])[CH3:54]. The catalyst is CN(C=O)C. The product is [CH3:19][C:2]1([CH3:1])[CH2:7][N:6]([C:8]2[CH:9]=[CH:10][CH:11]=[CH:12][CH:13]=2)[CH:5]([CH2:14][C:15]([NH:60][C:59]2[CH:61]=[CH:62][C:56]([CH:53]([CH3:55])[CH3:54])=[CH:57][CH:58]=2)=[O:17])[C:4](=[O:18])[O:3]1. The yield is 0.500. (2) The reactants are [C:1]([O:4][CH2:5][C:6]([CH3:36])([CH3:35])[CH2:7][N:8]1[C:14]2[CH:15]=[CH:16][C:17]([Cl:19])=[CH:18][C:13]=2[C@@H:12]([C:20]2[CH:25]=[CH:24][CH:23]=[C:22]([O:26][CH3:27])[C:21]=2[O:28][CH3:29])[O:11][C@H:10]([CH2:30][C:31](O)=[O:32])[C:9]1=[O:34])(=[O:3])[CH3:2].C(N(CC)CC)C.ClC(OCC(C)C)=O.[NH2:52][C:53]1[S:54][C:55]([CH2:65][CH2:66][CH2:67][C:68]([O:70][CH2:71][CH3:72])=[O:69])=[C:56]([C:58]2[CH:63]=[CH:62][C:61]([Cl:64])=[CH:60][CH:59]=2)[N:57]=1.N1C=CC=CC=1. The catalyst is CN(C)C=O.O. The product is [C:1]([O:4][CH2:5][C:6]([CH3:36])([CH3:35])[CH2:7][N:8]1[C:14]2[CH:15]=[CH:16][C:17]([Cl:19])=[CH:18][C:13]=2[C@@H:12]([C:20]2[CH:25]=[CH:24][CH:23]=[C:22]([O:26][CH3:27])[C:21]=2[O:28][CH3:29])[O:11][C@H:10]([CH2:30][C:31]([NH:52][C:53]2[S:54][C:55]([CH2:65][CH2:66][CH2:67][C:68]([O:70][CH2:71][CH3:72])=[O:69])=[C:56]([C:58]3[CH:59]=[CH:60][C:61]([Cl:64])=[CH:62][CH:63]=3)[N:57]=2)=[O:32])[C:9]1=[O:34])(=[O:3])[CH3:2]. The yield is 0.302.